From a dataset of Full USPTO retrosynthesis dataset with 1.9M reactions from patents (1976-2016). Predict the reactants needed to synthesize the given product. (1) Given the product [ClH:9].[Cl-:9].[N:11]1[CH:16]=[CH:15][C:14]([N+:11]2[CH:6]=[CH:5][CH:14]=[CH:13][CH:12]=2)=[CH:13][CH:12]=1, predict the reactants needed to synthesize it. The reactants are: C(O[CH2:5][CH3:6])(=O)C.S(Cl)([Cl:9])=O.[N:11]1[CH:16]=[CH:15][CH:14]=[CH:13][CH:12]=1. (2) Given the product [Cl:36][C:37]1[CH:38]=[C:39]([C:40]2[N:42]=[C:18]([C:14]3[CH:13]=[CH:12][CH:11]=[C:10]4[C:15]=3[CH2:16][CH2:17][N:8]([C:6]([O:5][C:1]([CH3:4])([CH3:2])[CH3:3])=[O:7])[CH2:9]4)[O:20][N:41]=2)[CH:44]=[CH:45][C:46]=1[O:47][CH:48]([CH3:50])[CH3:49], predict the reactants needed to synthesize it. The reactants are: [C:1]([O:5][C:6]([N:8]1[CH2:17][CH2:16][C:15]2[C:14]([C:18]([OH:20])=O)=[CH:13][CH:12]=[CH:11][C:10]=2[CH2:9]1)=[O:7])([CH3:4])([CH3:3])[CH3:2].C(Cl)CCl.C1C=C2N=NN(O)C2=CC=1.O.[Cl:36][C:37]1[CH:38]=[C:39]([CH:44]=[CH:45][C:46]=1[O:47][CH:48]([CH3:50])[CH3:49])/[C:40](=[N:42]/O)/[NH2:41]. (3) Given the product [Br:1][C:2]1[CH:3]=[C:4]2[C:9](=[CH:10][CH:11]=1)[N:8]=[C:7]([C:12](=[O:13])[CH3:18])[CH:6]=[CH:5]2, predict the reactants needed to synthesize it. The reactants are: [Br:1][C:2]1[CH:3]=[C:4]2[C:9](=[CH:10][CH:11]=1)[N:8]=[C:7]([C:12](N(OC)C)=[O:13])[CH:6]=[CH:5]2.[CH3:18][Mg]Br. (4) Given the product [C:9]1([C:7]#[C:8][C:2]2[N:3]=[CH:4][NH:5][CH:6]=2)[CH:14]=[CH:13][CH:12]=[CH:11][CH:10]=1, predict the reactants needed to synthesize it. The reactants are: Br[C:2]1[N:3]=[CH:4][NH:5][CH:6]=1.[C:7]([C:9]1[CH:14]=[CH:13][CH:12]=[CH:11][CH:10]=1)#[CH:8]. (5) Given the product [Br:1][C:12]1[CH:11]=[C:10]([C:6]2[CH:7]=[CH:8][CH:9]=[C:4]([F:3])[CH:5]=2)[CH:15]=[CH:14][C:13]=1[OH:16], predict the reactants needed to synthesize it. The reactants are: [Br:1]Br.[F:3][C:4]1[CH:5]=[C:6]([C:10]2[CH:15]=[CH:14][C:13]([OH:16])=[CH:12][CH:11]=2)[CH:7]=[CH:8][CH:9]=1. (6) Given the product [Cl:8][C:9]1[CH:10]=[C:11]([O:12][C:13]2[C:22]3[C:17](=[CH:18][C:19]([O:25][CH2:26][CH2:27][CH:28]4[CH2:29][CH2:30][NH:31][CH2:32][CH2:33]4)=[C:20]([C:23]#[N:24])[CH:21]=3)[N:16]=[CH:15][CH:14]=2)[CH:41]=[CH:42][C:43]=1[NH:44][C:45]([NH:47][CH:48]1[CH2:49][CH2:50]1)=[O:46], predict the reactants needed to synthesize it. The reactants are: FC(F)(F)C(O)=O.[Cl:8][C:9]1[CH:10]=[C:11]([CH:41]=[CH:42][C:43]=1[NH:44][C:45]([NH:47][CH:48]1[CH2:50][CH2:49]1)=[O:46])[O:12][C:13]1[C:22]2[C:17](=[CH:18][C:19]([O:25][CH2:26][CH2:27][CH:28]3[CH2:33][CH2:32][N:31](C(OC(C)(C)C)=O)[CH2:30][CH2:29]3)=[C:20]([C:23]#[N:24])[CH:21]=2)[N:16]=[CH:15][CH:14]=1.C(=O)(O)[O-].[Na+].C(OCC)(=O)C.